Dataset: Reaction yield outcomes from USPTO patents with 853,638 reactions. Task: Predict the reaction yield, written as a fraction of the theoretical maximum amount of product (1.0 means a 100% yield; for example, 0.34 means a 34% yield). (1) The reactants are C[CH:2]([CH2:7][CH2:8][C:9]([OH:11])=O)[CH2:3]C(O)=O.S(=O)(=O)(O)O.[OH-].[NH4+].[C:19](=[O:22])(O)O.[NH2:23][C:24]([NH2:26])=N.[CH3:27]C(C)([O-])C.[K+]. The catalyst is C(O)C.C(OCC)(=O)C. The product is [CH3:27][C:24]1[N:26]=[C:9]([OH:11])[C:8]([CH2:7][C:2]#[CH:3])=[C:19]([OH:22])[N:23]=1. The yield is 0.190. (2) The product is [C:22]([C:19]1[N:18]=[C:17]2[N:13]([C@@H:5]([C:6]3[CH:11]=[CH:10][C:9]([F:12])=[CH:8][CH:7]=3)[CH2:4][C:3]([OH:2])=[O:38])[C:14](=[O:37])[N:15]([CH2:24][C:25]3[C:33]4[C:28](=[CH:29][C:30]([CH3:35])=[CH:31][C:32]=4[CH3:34])[N:27]([CH3:36])[CH:26]=3)[C:16]2=[CH:21][CH:20]=1)(=[O:44])[NH2:23]. The reactants are C[O:2][C:3](=[O:38])[CH2:4][C@@H:5]([N:13]1[C:17]2=[N:18][C:19]([C:22]#[N:23])=[CH:20][CH:21]=[C:16]2[N:15]([CH2:24][C:25]2[C:33]3[C:28](=[CH:29][C:30]([CH3:35])=[CH:31][C:32]=3[CH3:34])[N:27]([CH3:36])[CH:26]=2)[C:14]1=[O:37])[C:6]1[CH:11]=[CH:10][C:9]([F:12])=[CH:8][CH:7]=1.O.[OH-].[Li+].C(O)(=[O:44])C. The catalyst is O1CCOCC1.O. The yield is 0.130. (3) The reactants are C(O/[CH:4]=[CH:5]/[C:6](=O)[C:7]([F:13])([F:12])[C:8]([F:11])([F:10])[F:9])C.[CH3:15][S:16][CH:17]([CH3:25])/[CH:18]=[CH:19]/[N:20]1CCCC1.C([O-])(=O)C.[NH4+].O. The catalyst is C(OCC)C. The product is [CH3:15][S:16][CH:17]([C:18]1[CH:4]=[CH:5][C:6]([C:7]([F:12])([F:13])[C:8]([F:9])([F:10])[F:11])=[N:20][CH:19]=1)[CH3:25]. The yield is 0.120. (4) The reactants are [CH3:1][C:2]1([CH3:14])[CH2:7][CH2:6][N:5]([CH2:8][CH2:9][C:10]([CH3:13])([NH2:12])[CH3:11])[CH2:4][CH2:3]1.[C:15](ON1C(=O)CCC1=O)([O:17][CH2:18][C:19]1[CH:24]=[CH:23][CH:22]=[CH:21][CH:20]=1)=[O:16]. The catalyst is C1COCC1. The product is [CH3:1][C:2]1([CH3:14])[CH2:3][CH2:4][N:5]([CH2:8][CH2:9][C:10]([NH:12][C:15](=[O:16])[O:17][CH2:18][C:19]2[CH:24]=[CH:23][CH:22]=[CH:21][CH:20]=2)([CH3:13])[CH3:11])[CH2:6][CH2:7]1. The yield is 0.490. (5) The reactants are [NH:1]1[C:9]2[C:4](=[CH:5][C:6]([CH:10]=O)=[CH:7][CH:8]=2)[CH:3]=[CH:2]1.[CH3:12][NH2:13].[BH4-].[Na+].O. The catalyst is CO. The product is [NH:1]1[C:9]2[C:4](=[CH:5][C:6]([CH2:10][NH:13][CH3:12])=[CH:7][CH:8]=2)[CH:3]=[CH:2]1. The yield is 0.910.